Dataset: Catalyst prediction with 721,799 reactions and 888 catalyst types from USPTO. Task: Predict which catalyst facilitates the given reaction. (1) Reactant: C(OC([N:8]1[C:12]2[CH:13]=[CH:14][N:15]=[CH:16][C:11]=2[C:10]2[CH:17]=[CH:18][C:19]([C:21]3[CH:22]=[N:23][C:24]([F:27])=[CH:25][CH:26]=3)=[N:20][C:9]1=2)=O)(C)(C)C.FC(F)(F)C(O)=O.C(N(CC)CC)C. Product: [F:27][C:24]1[N:23]=[CH:22][C:21]([C:19]2[CH:18]=[CH:17][C:10]3[C:11]4[CH:16]=[N:15][CH:14]=[CH:13][C:12]=4[NH:8][C:9]=3[N:20]=2)=[CH:26][CH:25]=1. The catalyst class is: 4. (2) Reactant: [Cl:1][C:2]1[C:3](Cl)=[N:4][CH:5]=[C:6]([CH:12]=1)[C:7]([O:9][CH2:10][CH3:11])=[O:8].[NH2:14][CH2:15][CH2:16][NH:17][C:18](=[O:24])[O:19][C:20]([CH3:23])([CH3:22])[CH3:21].C(=O)([O-])[O-].[K+].[K+].CCOC(C)=O. Product: [C:20]([O:19][C:18]([NH:17][CH2:16][CH2:15][NH:14][C:3]1[C:2]([Cl:1])=[CH:12][C:6]([C:7]([O:9][CH2:10][CH3:11])=[O:8])=[CH:5][N:4]=1)=[O:24])([CH3:23])([CH3:22])[CH3:21]. The catalyst class is: 18. (3) The catalyst class is: 5. Product: [CH2:3]([N:10]1[CH2:15][CH2:14][CH:13]([OH:16])[CH:12]([CH2:17][CH:18]([CH3:20])[CH3:19])[CH2:11]1)[C:4]1[CH:5]=[CH:6][CH:7]=[CH:8][CH:9]=1. Reactant: [BH4-].[Na+].[CH2:3]([N:10]1[CH2:15][CH2:14][C:13](=[O:16])[CH:12]([CH2:17][CH:18]([CH3:20])[CH3:19])[CH2:11]1)[C:4]1[CH:9]=[CH:8][CH:7]=[CH:6][CH:5]=1. (4) Reactant: [F:1][C:2]([F:24])([F:23])[C:3]([CH2:14][O:15]CC1C=CC=CC=1)([OH:13])[CH2:4][O:5]CC1C=CC=CC=1.CC1C=C2N=C3C(=NC(NC3=O)=O)N(C[C@H](O)[C@H](O)[C@H](O)CO)C2=CC=1C.[H][H]. Product: [F:1][C:2]([F:24])([F:23])[C:3]([OH:13])([CH2:14][OH:15])[CH2:4][OH:5]. The catalyst class is: 29.